From a dataset of Forward reaction prediction with 1.9M reactions from USPTO patents (1976-2016). Predict the product of the given reaction. (1) Given the reactants [C:1](Cl)(=[O:5])[C:2](Cl)=O.[CH:7](/[C:10](=[CH:14]\[CH:15]=[CH2:16])/[C:11]([OH:13])=[O:12])([CH3:9])[CH3:8].[C:17]1([C:24]2[C:25](O)=[CH:26][CH:27]=[CH:28][CH:29]=2)[C:18]([OH:23])=[CH:19][CH:20]=[CH:21][CH:22]=1.[H-].[Na+], predict the reaction product. The product is: [CH:7]([C:10](=[CH:14][CH:15]=[CH2:16])[C:11]([O:13][C:29]1[CH:28]=[CH:27][CH:26]=[CH:25][C:24]=1[C:17]1[CH:22]=[CH:21][CH:20]=[CH:19][C:18]=1[O:23][C:1](=[O:5])[C:2]([CH:10]([CH3:14])[CH3:11])=[CH:9][CH:7]=[CH2:8])=[O:12])([CH3:9])[CH3:8]. (2) Given the reactants [C:1]([O:5][C:6](=[O:16])[NH:7][C@@H:8]1[CH2:13][CH2:12][CH2:11][CH2:10][C@H:9]1[CH2:14][OH:15])([CH3:4])([CH3:3])[CH3:2].[S:17](Cl)([C:20]1[CH:26]=[CH:25][C:23]([CH3:24])=[CH:22][CH:21]=1)(=[O:19])=[O:18], predict the reaction product. The product is: [CH3:24][C:23]1[CH:25]=[CH:26][C:20]([S:17]([O:15][CH2:14][C@@H:9]2[CH2:10][CH2:11][CH2:12][CH2:13][C@H:8]2[NH:7][C:6]([O:5][C:1]([CH3:4])([CH3:2])[CH3:3])=[O:16])(=[O:19])=[O:18])=[CH:21][CH:22]=1. (3) Given the reactants [CH3:1][NH2:2].Cl[CH2:4][CH2:5][O:6][C:7]1[C:15]2[C:10](=[N:11][CH:12]=[N:13][C:14]=2[NH:16][C:17]2[CH:22]=[CH:21][C:20]([O:23][CH2:24][C:25]3[CH:30]=[CH:29][CH:28]=[C:27]([F:31])[CH:26]=3)=[C:19]([Cl:32])[CH:18]=2)[NH:9][N:8]=1, predict the reaction product. The product is: [Cl:32][C:19]1[CH:18]=[C:17]([NH:16][C:14]2[N:13]=[CH:12][N:11]=[C:10]3[NH:9][N:8]=[C:7]([O:6][CH2:5][CH2:4][NH:2][CH3:1])[C:15]=23)[CH:22]=[CH:21][C:20]=1[O:23][CH2:24][C:25]1[CH:30]=[CH:29][CH:28]=[C:27]([F:31])[CH:26]=1. (4) Given the reactants [CH3:1][O:2][C:3]([C:5]1[C:6]2[CH:7]=[CH:8][N:9]([CH:15]([CH3:17])[CH3:16])[C:10]=2[CH:11]=[C:12]([OH:14])[CH:13]=1)=[O:4].[CH3:18][N:19]([CH3:23])[CH2:20][CH2:21]O.C1C=CC(P(C2C=CC=CC=2)C2C=CC=CC=2)=CC=1.CCOC(/N=N/C(OCC)=O)=O, predict the reaction product. The product is: [CH3:1][O:2][C:3]([C:5]1[C:6]2[CH:7]=[CH:8][N:9]([CH:15]([CH3:17])[CH3:16])[C:10]=2[CH:11]=[C:12]([O:14][CH2:21][CH2:20][N:19]([CH3:23])[CH3:18])[CH:13]=1)=[O:4]. (5) Given the reactants [C:1]([C:4]1[C:5]([O:23][CH3:24])=[C:6]([CH:12]([OH:22])[CH2:13][NH:14][C:15](=O)[O:16]C(C)(C)C)[C:7]([CH3:11])=[C:8]([Cl:10])[CH:9]=1)(=[O:3])[CH3:2].Cl.C(N(CC)CC)C.[Cl:33][CH2:34]C(Cl)=O, predict the reaction product. The product is: [C:1]([C:4]1[C:5]([O:23][CH3:24])=[C:6]([CH:12]([OH:22])[CH2:13][NH:14][C:15](=[O:16])[CH2:34][Cl:33])[C:7]([CH3:11])=[C:8]([Cl:10])[CH:9]=1)(=[O:3])[CH3:2]. (6) Given the reactants CN(C(ON1N=NC2C=CC=NC1=2)=[N+](C)C)C.F[P-](F)(F)(F)(F)F.FC(F)(F)C(O)=O.[CH:32]([C:35]1[S:36][CH:37]=[C:38]([C:40]([N:42]2[CH2:66][C:46]3([CH2:49][N:48]([CH2:50][CH2:51][C:52]4[CH:53]=[C:54]([CH:63]=[CH:64][CH:65]=4)[CH2:55][CH2:56][O:57][CH2:58][CH2:59][C:60](O)=[O:61])[CH2:47]3)[O:45][CH2:44][CH2:43]2)=[O:41])[N:39]=1)([CH3:34])[CH3:33].[CH3:67][O:68][CH:69]([O:78][CH3:79])[CH2:70][NH:71][CH:72]1[CH2:77][CH2:76][CH2:75][CH2:74][CH2:73]1.C(N(CC)CC)C, predict the reaction product. The product is: [CH:72]1([N:71]([CH2:70][CH:69]([O:78][CH3:79])[O:68][CH3:67])[C:60](=[O:61])[CH2:59][CH2:58][O:57][CH2:56][CH2:55][C:54]2[CH:63]=[CH:64][CH:65]=[C:52]([CH2:51][CH2:50][N:48]3[CH2:47][C:46]4([CH2:66][N:42]([C:40]([C:38]5[N:39]=[C:35]([CH:32]([CH3:33])[CH3:34])[S:36][CH:37]=5)=[O:41])[CH2:43][CH2:44][O:45]4)[CH2:49]3)[CH:53]=2)[CH2:77][CH2:76][CH2:75][CH2:74][CH2:73]1. (7) The product is: [S:11]([C:14]1[CH:20]=[CH:19][C:17]([CH3:18])=[CH:16][CH:15]=1)([OH:1])(=[O:13])=[O:12].[O:1]1[C:10]2[C:5](=[CH:6][CH:7]=[CH:8][CH:9]=2)[CH2:4][CH2:3][CH2:2]1. Given the reactants [O:1]1[C:10]2[C:5](=[CH:6][CH:7]=[CH:8][CH:9]=2)[CH2:4][CH2:3][CH2:2]1.[S:11](Cl)([C:14]1[CH:20]=[CH:19][C:17]([CH3:18])=[CH:16][CH:15]=1)(=[O:13])=[O:12], predict the reaction product.